This data is from Full USPTO retrosynthesis dataset with 1.9M reactions from patents (1976-2016). The task is: Predict the reactants needed to synthesize the given product. Given the product [CH2:1]([N:8]1[CH2:13][CH2:12][CH:11]([C:14]2([C:15]([O:17][CH2:18][CH3:19])=[O:16])[CH2:21][CH2:20]2)[CH2:10][CH2:9]1)[C:2]1[CH:7]=[CH:6][CH:5]=[CH:4][CH:3]=1, predict the reactants needed to synthesize it. The reactants are: [CH2:1]([N:8]1[CH2:13][CH2:12][CH:11]([CH:14]([CH2:20][CH2:21]Br)[C:15]([O:17][CH2:18][CH3:19])=[O:16])[CH2:10][CH2:9]1)[C:2]1[CH:7]=[CH:6][CH:5]=[CH:4][CH:3]=1.C(O[K])(C)(C)C.O.C(OCC)(=O)C.